Dataset: Merck oncology drug combination screen with 23,052 pairs across 39 cell lines. Task: Regression. Given two drug SMILES strings and cell line genomic features, predict the synergy score measuring deviation from expected non-interaction effect. (1) Drug 1: O=S1(=O)NC2(CN1CC(F)(F)F)C1CCC2Cc2cc(C=CCN3CCC(C(F)(F)F)CC3)ccc2C1. Drug 2: O=C(O)C1(Cc2cccc(Nc3nccs3)n2)CCC(Oc2cccc(Cl)c2F)CC1. Cell line: OVCAR3. Synergy scores: synergy=15.9. (2) Drug 1: COc1cc(C2c3cc4c(cc3C(OC3OC5COC(C)OC5C(O)C3O)C3COC(=O)C23)OCO4)cc(OC)c1O. Drug 2: NC1(c2ccc(-c3nc4ccn5c(=O)[nH]nc5c4cc3-c3ccccc3)cc2)CCC1. Cell line: A427. Synergy scores: synergy=24.9. (3) Drug 1: O=C(CCCCCCC(=O)Nc1ccccc1)NO. Drug 2: Cn1cc(-c2cnn3c(N)c(Br)c(C4CCCNC4)nc23)cn1. Cell line: HCT116. Synergy scores: synergy=5.98. (4) Drug 1: CS(=O)(=O)CCNCc1ccc(-c2ccc3ncnc(Nc4ccc(OCc5cccc(F)c5)c(Cl)c4)c3c2)o1. Drug 2: NC1CCCCC1N.O=C(O)C(=O)O.[Pt+2]. Cell line: T47D. Synergy scores: synergy=-11.3. (5) Drug 1: O=c1[nH]cc(F)c(=O)[nH]1. Drug 2: Cn1c(=O)n(-c2ccc(C(C)(C)C#N)cc2)c2c3cc(-c4cnc5ccccc5c4)ccc3ncc21. Cell line: MDAMB436. Synergy scores: synergy=19.0. (6) Drug 1: COC12C(COC(N)=O)C3=C(C(=O)C(C)=C(N)C3=O)N1CC1NC12. Drug 2: Cn1cc(-c2cnn3c(N)c(Br)c(C4CCCNC4)nc23)cn1. Cell line: SW620. Synergy scores: synergy=17.4. (7) Drug 1: CS(=O)(=O)CCNCc1ccc(-c2ccc3ncnc(Nc4ccc(OCc5cccc(F)c5)c(Cl)c4)c3c2)o1. Drug 2: CCc1c2c(nc3ccc(O)cc13)-c1cc3c(c(=O)n1C2)COC(=O)C3(O)CC. Cell line: PA1. Synergy scores: synergy=55.6.